From a dataset of Reaction yield outcomes from USPTO patents with 853,638 reactions. Predict the reaction yield, written as a fraction of the theoretical maximum amount of product (1.0 means a 100% yield; for example, 0.34 means a 34% yield). The yield is 0.900. The product is [F:19][C:20]([F:39])([F:38])[S:21]([O:1][C:2]1[C:11]2[C:10]([CH3:12])([CH3:13])[CH2:9][CH2:8][C:7]([CH3:15])([CH3:14])[C:6]=2[CH:5]=[C:4]([C:16](=[O:18])[CH3:17])[CH:3]=1)(=[O:23])=[O:22]. The reactants are [OH:1][C:2]1[C:11]2[C:10]([CH3:13])([CH3:12])[CH2:9][CH2:8][C:7]([CH3:15])([CH3:14])[C:6]=2[CH:5]=[C:4]([C:16](=[O:18])[CH3:17])[CH:3]=1.[F:19][C:20]([F:39])([F:38])[S:21](N(C1C=CC=CC=1)[S:21]([C:20]([F:39])([F:38])[F:19])(=[O:23])=[O:22])(=[O:23])=[O:22].C(N(C(C)C)CC)(C)C. No catalyst specified.